Dataset: Full USPTO retrosynthesis dataset with 1.9M reactions from patents (1976-2016). Task: Predict the reactants needed to synthesize the given product. (1) Given the product [C:15]([N:5]([C:1]([CH:3]=[CH2:4])=[O:2])[C@H:6]([C:12]([OH:14])=[O:13])[CH2:7][CH2:8][CH2:9][CH2:10][NH2:11])([O:17][CH2:18][CH:19]1[C:20]2[C:25](=[CH:24][CH:23]=[CH:22][CH:21]=2)[C:26]2[C:31]1=[CH:30][CH:29]=[CH:28][CH:27]=2)=[O:16], predict the reactants needed to synthesize it. The reactants are: [C:1]([NH:5][C@H:6]([C:12]([OH:14])=[O:13])[CH2:7][CH2:8][CH2:9][CH2:10][NH2:11])([CH:3]=[CH2:4])=[O:2].[C:15](Cl)([O:17][CH2:18][CH:19]1[C:31]2[C:26](=[CH:27][CH:28]=[CH:29][CH:30]=2)[C:25]2[C:20]1=[CH:21][CH:22]=[CH:23][CH:24]=2)=[O:16].Cl. (2) Given the product [CH:2]([C:3]1[CH:4]=[C:5]2[C:9](=[CH:10][CH:11]=1)[C:8](=[O:12])[N:7]([CH2:13][CH2:14][C:15]([O:17][CH2:18][CH3:19])=[O:16])[C:6]2=[O:20])=[O:21], predict the reactants needed to synthesize it. The reactants are: Br[CH2:2][C:3]1[CH:4]=[C:5]2[C:9](=[CH:10][CH:11]=1)[C:8](=[O:12])[N:7]([CH2:13][CH2:14][C:15]([O:17][CH2:18][CH3:19])=[O:16])[C:6]2=[O:20].[OH:21]P([O-])([O-])=O.[K+].[K+].OP([O-])(O)=O.[K+].